The task is: Predict the reaction yield, written as a fraction of the theoretical maximum amount of product (1.0 means a 100% yield; for example, 0.34 means a 34% yield).. This data is from Reaction yield outcomes from USPTO patents with 853,638 reactions. The reactants are [S:1]1[C:5]([C@H:6]([O:25][CH:26]2[CH2:31][CH2:30][CH2:29][CH2:28][O:27]2)/[CH:7]=[CH:8]/[C@@H:9]2[C@@H:16]3[C@@H:12]([O:13][C:14](=[O:17])[CH2:15]3)[CH2:11][C@H:10]2[O:18][CH:19]2[CH2:24][CH2:23][CH2:22][CH2:21][O:20]2)=[CH:4][C:3]2[CH:32]=[CH:33][CH:34]=[CH:35][C:2]1=2.CC(C[AlH]CC(C)C)C. The catalyst is C1(C)C=CC=CC=1. The product is [S:1]1[C:5]([C@H:6]([O:25][CH:26]2[CH2:31][CH2:30][CH2:29][CH2:28][O:27]2)/[CH:7]=[CH:8]/[C@@H:9]2[C@@H:16]3[C@@H:12]([O:13][CH:14]([OH:17])[CH2:15]3)[CH2:11][C@H:10]2[O:18][CH:19]2[CH2:24][CH2:23][CH2:22][CH2:21][O:20]2)=[CH:4][C:3]2[CH:32]=[CH:33][CH:34]=[CH:35][C:2]1=2. The yield is 1.12.